This data is from Reaction yield outcomes from USPTO patents with 853,638 reactions. The task is: Predict the reaction yield, written as a fraction of the theoretical maximum amount of product (1.0 means a 100% yield; for example, 0.34 means a 34% yield). The reactants are [Br:1][C:2]1[S:3][C:4]([C:8]([OH:10])=O)=[C:5]([CH3:7])[N:6]=1.C(N(C(C)C)CC)(C)C.F[P-](F)(F)(F)(F)F.N1(O[P+](N(C)C)(N(C)C)N(C)C)C2C=CC=CC=2N=N1.[CH2:47]([NH2:54])[C:48]1[CH:53]=[CH:52][CH:51]=[CH:50][CH:49]=1. The catalyst is ClCCl. The product is [CH2:47]([NH:54][C:8]([C:4]1[S:3][C:2]([Br:1])=[N:6][C:5]=1[CH3:7])=[O:10])[C:48]1[CH:53]=[CH:52][CH:51]=[CH:50][CH:49]=1. The yield is 0.640.